This data is from Reaction yield outcomes from USPTO patents with 853,638 reactions. The task is: Predict the reaction yield, written as a fraction of the theoretical maximum amount of product (1.0 means a 100% yield; for example, 0.34 means a 34% yield). (1) The reactants are [Cl:1][C:2]1[CH:7]=[C:6]([O:8][CH3:9])[C:5]([N+:10]([O-])=O)=[CH:4][C:3]=1[I:13]. The catalyst is C(O)(=O)C.O.[Fe]. The product is [Cl:1][C:2]1[C:3]([I:13])=[CH:4][C:5]([NH2:10])=[C:6]([O:8][CH3:9])[CH:7]=1. The yield is 0.850. (2) The reactants are I[C:2]1[O:3][CH:4]=[CH:5][CH:6]=1.[Cl:7][C:8]1[CH:13]=[CH:12][C:11]([C:14]#[CH:15])=[CH:10][CH:9]=1.N1CCC[C@H]1C(O)=O.C([O-])([O-])=O.[Na+].[Na+].O=C1O[C@H]([C@H](CO)O)C([O-])=C1O.[Na+].[N-:43]=[N+:44]=[N-:45].[Na+].[OH-].[NH4+]. The catalyst is CS(C)=O.O. The product is [Cl:7][C:8]1[CH:13]=[CH:12][C:11]([C:14]2[N:43]=[N:44][N:45]([C:2]3[O:3][CH:4]=[CH:5][CH:6]=3)[CH:15]=2)=[CH:10][CH:9]=1. The yield is 0.0120. (3) The reactants are [NH2:1][C:2]1[C:7]2=[CH:8][CH:9]=[C:10]([CH:11]3[O:16][CH2:15][CH2:14][N:13]([C:17]([O:19][C:20]([CH3:23])([CH3:22])[CH3:21])=[O:18])[CH2:12]3)[N:6]2[N:5]=[CH:4][N:3]=1.[Br:24]N1C(C)(C)C(=O)N(Br)C1=O. The catalyst is CN(C=O)C. The product is [NH2:1][C:2]1[C:7]2=[C:8]([Br:24])[CH:9]=[C:10]([CH:11]3[O:16][CH2:15][CH2:14][N:13]([C:17]([O:19][C:20]([CH3:23])([CH3:22])[CH3:21])=[O:18])[CH2:12]3)[N:6]2[N:5]=[CH:4][N:3]=1. The yield is 0.840. (4) The reactants are [C:1]1([C:7](=[O:15])[CH2:8][C:9]2[CH:14]=[CH:13][N:12]=[CH:11][CH:10]=2)[CH:6]=[CH:5][CH:4]=[CH:3][CH:2]=1.C([O-])(=O)C.[NH4+].C([BH3-])#[N:22].[Na+]. The catalyst is CC(O)C.ClCCl. The yield is 0.100. The product is [CH3:7][OH:15].[NH3:12].[C:1]1([CH:7]([NH2:22])[CH2:8][C:9]2[CH:14]=[CH:13][N:12]=[CH:11][CH:10]=2)[CH:6]=[CH:5][CH:4]=[CH:3][CH:2]=1. (5) The reactants are [NH:1]1[CH:5]=[CH:4][N:3]=[N:2]1.[I-].[Na+].[OH-].[Na+].Cl[CH2:11][CH2:12][CH2:13][CH2:14][C:15]1[CH:20]=[CH:19][CH:18]=[CH:17][CH:16]=1. The catalyst is C(O)(CC)(C)C.C1(C)C=CC=CC=1. The product is [C:15]1([CH2:14][CH2:13][CH2:12][CH2:11][N:1]2[CH:5]=[CH:4][N:3]=[N:2]2)[CH:20]=[CH:19][CH:18]=[CH:17][CH:16]=1. The yield is 0.810. (6) The yield is 0.146. The reactants are [F:1][C:2]([F:15])([F:14])[C:3]1[S:7][C:6]2=[N:8][C:9]([C:11]([OH:13])=O)=[CH:10][N:5]2[CH:4]=1.[Cl:16][C:17]1[CH:22]=[CH:21][C:20]([O:23][CH3:24])=[CH:19][C:18]=1[S:25]([NH2:28])(=[O:27])=[O:26]. The product is [Cl:16][C:17]1[CH:22]=[CH:21][C:20]([O:23][CH3:24])=[CH:19][C:18]=1[S:25]([NH:28][C:11]([C:9]1[N:8]=[C:6]2[N:5]([CH:10]=1)[CH:4]=[C:3]([C:2]([F:1])([F:15])[F:14])[S:7]2)=[O:13])(=[O:27])=[O:26]. The catalyst is CN(C)C1C=CN=CC=1.C(O)(C)(C)C.ClCCl. (7) The reactants are [Cl:1][C:2]1[N:3]=[C:4](Cl)[C:5]2[CH2:10][CH2:9][CH:8]([C:11]3[CH:16]=[CH:15][C:14]([F:17])=[CH:13][CH:12]=3)[C:6]=2[N:7]=1.[CH3:19][C@H:20]1[O:25][C@@H:24]([CH3:26])[CH2:23][NH:22][CH2:21]1. The catalyst is CO. The product is [Cl:1][C:2]1[N:3]=[C:4]([N:22]2[CH2:21][C@@H:20]([CH3:19])[O:25][C@@H:24]([CH3:26])[CH2:23]2)[C:5]2[CH2:10][CH2:9][CH:8]([C:11]3[CH:16]=[CH:15][C:14]([F:17])=[CH:13][CH:12]=3)[C:6]=2[N:7]=1. The yield is 0.870. (8) The reactants are [O:1]=[C:2]1[CH2:7][CH2:6][N:5]([C:8]([O:10][C:11]([CH3:14])([CH3:13])[CH3:12])=[O:9])[CH2:4][CH2:3]1. The catalyst is COC(OC)N(C)C. The product is [CH3:4][N:5]([CH:8]=[C:7]1[C:2](=[O:1])[CH2:3][CH2:4][N:5]([C:8]([O:10][C:11]([CH3:14])([CH3:13])[CH3:12])=[O:9])[CH2:6]1)[CH3:6]. The yield is 0.400. (9) The yield is 0.592. The catalyst is [N+](CCCC)(CCCC)(CCCC)CCCC.[O-]S(O)(=O)=O.ClCCl. The product is [CH3:1][S:2][C:3]1[CH:11]=[C:10]2[C:6]([CH:7]=[CH:8][N:9]2[S:20]([C:14]2[CH:19]=[CH:18][CH:17]=[CH:16][CH:15]=2)(=[O:22])=[O:21])=[CH:5][CH:4]=1. The reactants are [CH3:1][S:2][C:3]1[CH:11]=[C:10]2[C:6]([CH:7]=[CH:8][NH:9]2)=[CH:5][CH:4]=1.[OH-].[Na+].[C:14]1([S:20](Cl)(=[O:22])=[O:21])[CH:19]=[CH:18][CH:17]=[CH:16][CH:15]=1. (10) The reactants are C([O:3][P:4]([CH:9]([C:35]#[N:36])[CH2:10][C:11]([CH3:34])=[CH:12][CH2:13][C:14]1[C:15]([O:27]CC[Si](C)(C)C)=[C:16]2[C:20](=[C:21]([CH3:25])[C:22]=1[O:23][CH3:24])[CH2:19][O:18][C:17]2=[O:26])(=[O:8])[O:5]CC)C.C[Si](Br)(C)C.N1C(C)=CC=CC=1C. The catalyst is C(#N)C. The yield is 0.600. The product is [C:35]([CH:9]([P:4](=[O:3])([OH:5])[OH:8])[CH2:10][C:11]([CH3:34])=[CH:12][CH2:13][C:14]1[C:15]([OH:27])=[C:16]2[C:20](=[C:21]([CH3:25])[C:22]=1[O:23][CH3:24])[CH2:19][O:18][C:17]2=[O:26])#[N:36].